This data is from Peptide-MHC class I binding affinity with 185,985 pairs from IEDB/IMGT. The task is: Regression. Given a peptide amino acid sequence and an MHC pseudo amino acid sequence, predict their binding affinity value. This is MHC class I binding data. The peptide sequence is HHIPNGVVW. The MHC is HLA-A69:01 with pseudo-sequence HLA-A69:01. The binding affinity (normalized) is 0.0847.